From a dataset of Reaction yield outcomes from USPTO patents with 853,638 reactions. Predict the reaction yield, written as a fraction of the theoretical maximum amount of product (1.0 means a 100% yield; for example, 0.34 means a 34% yield). (1) The reactants are [OH:1][CH2:2][C@@H:3]1[O:7][C@H:6]([N:8]2[CH:23]=[CH:22][C:12]([NH:13][C:14](=O)[C:15]3[CH:20]=[CH:19][CH:18]=[CH:17]C=3)=[N:11][C:9]2=[O:10])[CH2:5][O:4]1.OC[C@@H]1O[C@H](N2C=CC(NC(=O)C3C=CC(F)=CC=3)=NC2=O)CO1.OC[C@@H]1O[C@H](N2C=CC(NC(=O)C3C=CC(Cl)=CC=3)=NC2=O)CO1.OC[C@@H]1O[C@H](N2C=CC(NC(=O)C3C=CC(Br)=CC=3)=NC2=O)CO1.OC[C@@H]1O[C@H](N2C=CC(NC(=O)C3C=CC(OC)=CC=3)=NC2=O)CO1.OC[C@@H]1O[C@H](N2C=CC(NC(=O)C3C=CC(Cl)=CC=3Cl)=NC2=O)CO1. The catalyst is O.CO. The product is [OH:1][CH2:2][C@@H:3]1[O:7][C@H:6]([N:8]2[CH:23]=[CH:22][C:12]([NH:13][CH:14]3[CH2:15][CH2:20][CH2:19][CH2:18][CH2:17]3)=[N:11][C:9]2=[O:10])[CH2:5][O:4]1. The yield is 0.640. (2) The yield is 0.600. The product is [OH:25][CH2:24][C@H:21]1[CH2:22][O:23][C:18]2[CH:17]=[CH:16][C:15]([N+:12]([O-:14])=[O:13])=[C:26]([CH2:33][C:34]#[N:35])[C:19]=2[O:20]1. The reactants are CC(C)([O-])C.[K+].CN(C=O)C.[N+:12]([C:15]1[CH:16]=[CH:17][C:18]2[O:23][CH2:22][C@H:21]([CH2:24][OH:25])[O:20][C:19]=2[CH:26]=1)([O-:14])=[O:13].ClC1C=CC(O[CH2:33][C:34]#[N:35])=CC=1. The catalyst is CC(OC)(C)C. (3) The reactants are [NH2:1][C:2]1[CH:7]=[C:6]([CH3:8])[C:5]([NH:9][C:10](=[O:19])[CH2:11][C:12]2[CH:17]=[CH:16][CH:15]=[C:14]([F:18])[CH:13]=2)=[C:4]([Cl:20])[CH:3]=1.Cl[CH2:22][CH2:23][O:24][CH2:25][CH2:26]Cl.[I-].[K+].C(=O)(O)[O-].[Na+]. The catalyst is CN(C)C=O. The product is [Cl:20][C:4]1[CH:3]=[C:2]([N:1]2[CH2:26][CH2:25][O:24][CH2:23][CH2:22]2)[CH:7]=[C:6]([CH3:8])[C:5]=1[NH:9][C:10](=[O:19])[CH2:11][C:12]1[CH:17]=[CH:16][CH:15]=[C:14]([F:18])[CH:13]=1. The yield is 0.310. (4) The reactants are Cl[C:2](OC1C=CC([N+]([O-])=O)=CC=1)=[O:3].[NH2:14][C@H:15]([CH2:35][C:36]1[CH:41]=[CH:40][C:39]([O:42][CH3:43])=[CH:38][CH:37]=1)[C:16]([N:18]1[CH2:23][CH2:22][C:21]([C:30](=[O:34])[CH2:31][CH2:32][CH3:33])([CH:24]2[CH2:29][CH2:28][CH2:27][CH2:26][CH2:25]2)[CH2:20][CH2:19]1)=[O:17].[NH4+].[OH-].Cl.Cl.[NH:48]1[CH:52]=[C:51]([CH2:53][CH2:54][NH2:55])[N:50]=[N:49]1.C(N(CC)CC)C. The catalyst is C(Cl)Cl.CN(C=O)C. The product is [C:30]([C:21]1([CH:24]2[CH2:25][CH2:26][CH2:27][CH2:28][CH2:29]2)[CH2:22][CH2:23][N:18]([C:16](=[O:17])[C@H:15]([NH:14][C:2]([NH:55][CH2:54][CH2:53][C:51]2[N:50]=[N:49][NH:48][CH:52]=2)=[O:3])[CH2:35][C:36]2[CH:37]=[CH:38][C:39]([O:42][CH3:43])=[CH:40][CH:41]=2)[CH2:19][CH2:20]1)(=[O:34])[CH2:31][CH2:32][CH3:33]. The yield is 0.320. (5) The reactants are [F:1][CH:2]([F:20])[O:3][C:4]1[CH:9]=[CH:8][C:7]([CH:10]([NH2:16])[CH2:11][S:12]([CH3:15])(=[O:14])=[O:13])=[CH:6][C:5]=1[O:17][CH2:18][CH3:19].[C:21]([NH:24][C:25]1[CH:35]=[CH:34][CH:33]=[C:27]2[C:28]([O:30][C:31](=O)[C:26]=12)=[O:29])(=[O:23])[CH3:22].C([O-])(=O)C.[Na+]. The catalyst is C(O)(=O)C. The product is [F:20][CH:2]([F:1])[O:3][C:4]1[CH:9]=[CH:8][C:7]([CH:10]([N:16]2[C:31](=[O:30])[C:26]3[C:27](=[CH:33][CH:34]=[CH:35][C:25]=3[NH:24][C:21](=[O:23])[CH3:22])[C:28]2=[O:29])[CH2:11][S:12]([CH3:15])(=[O:14])=[O:13])=[CH:6][C:5]=1[O:17][CH2:18][CH3:19]. The yield is 0.400. (6) The catalyst is ClCCl. The reactants are [C:1]([O:4][C:5]1[CH:25]=[CH:24][C:8]([C:9]2[CH2:10][O:11][C:12]3[C:17]([CH:18]=2)=[C:16]([CH3:19])[CH:15]=[C:14]([O:20][C:21](=[O:23])[CH3:22])[CH:13]=3)=[CH:7][CH:6]=1)(=[O:3])[CH3:2].[CH:26]1C=CC([C+](C2C=CC=CC=2)C2C=CC=CC=2)=CC=1.F[P-](F)(F)(F)(F)F.C[Zn]C. The product is [C:1]([O:4][C:5]1[CH:25]=[CH:24][C:8]([C:9]2[CH:10]([CH3:26])[O:11][C:12]3[C:17]([CH:18]=2)=[C:16]([CH3:19])[CH:15]=[C:14]([O:20][C:21](=[O:23])[CH3:22])[CH:13]=3)=[CH:7][CH:6]=1)(=[O:3])[CH3:2]. The yield is 0.260. (7) The reactants are [CH3:1][C:2]1[N:3]=[C:4]([NH:11][C:12](=[O:20])OC2C=CC=CC=2)[C:5]([O:9][CH3:10])=[N:6][C:7]=1[CH3:8].[CH2:21]([C:25]1[CH:30]=[CH:29][C:28]([N:31]2[CH2:36][CH2:35][NH:34][CH2:33][CH2:32]2)=[CH:27][CH:26]=1)[CH2:22][CH2:23][CH3:24]. No catalyst specified. The product is [CH3:1][C:2]1[N:3]=[C:4]([NH:11][C:12]([N:34]2[CH2:35][CH2:36][N:31]([C:28]3[CH:29]=[CH:30][C:25]([CH2:21][CH2:22][CH2:23][CH3:24])=[CH:26][CH:27]=3)[CH2:32][CH2:33]2)=[O:20])[C:5]([O:9][CH3:10])=[N:6][C:7]=1[CH3:8]. The yield is 0.685. (8) The reactants are [Br:1][C:2]1[C:3](=[O:29])[N:4]([CH2:19][C:20]2[CH:25]=[N:24][C:23]([CH2:26][NH:27][CH3:28])=[CH:22][N:21]=2)[C:5]([CH3:18])=[CH:6][C:7]=1[O:8][CH2:9][C:10]1[CH:15]=[CH:14][C:13]([F:16])=[CH:12][C:11]=1[F:17].[CH3:30][O:31][C:32](Cl)=[O:33].C(N(CC)CC)C. The catalyst is CN(C=O)C. The product is [Br:1][C:2]1[C:3](=[O:29])[N:4]([CH2:19][C:20]2[N:21]=[CH:22][C:23]([CH2:26][N:27]([CH3:28])[C:32](=[O:33])[O:31][CH3:30])=[N:24][CH:25]=2)[C:5]([CH3:18])=[CH:6][C:7]=1[O:8][CH2:9][C:10]1[CH:15]=[CH:14][C:13]([F:16])=[CH:12][C:11]=1[F:17]. The yield is 0.530.